From a dataset of Peptide-MHC class I binding affinity with 185,985 pairs from IEDB/IMGT. Regression. Given a peptide amino acid sequence and an MHC pseudo amino acid sequence, predict their binding affinity value. This is MHC class I binding data. (1) The peptide sequence is SLTNEIYASI. The MHC is HLA-A02:01 with pseudo-sequence HLA-A02:01. The binding affinity (normalized) is 0.530. (2) The peptide sequence is FSFPQITLW. The MHC is HLA-B54:01 with pseudo-sequence HLA-B54:01. The binding affinity (normalized) is 0.0337. (3) The peptide sequence is LPLTDRRHL. The MHC is HLA-B07:02 with pseudo-sequence HLA-B07:02. The binding affinity (normalized) is 0.543. (4) The peptide sequence is MTTAQGTSMY. The MHC is Patr-A0301 with pseudo-sequence Patr-A0301. The binding affinity (normalized) is 0.177. (5) The peptide sequence is FLRGRAYGL. The MHC is HLA-B44:02 with pseudo-sequence HLA-B44:02. The binding affinity (normalized) is 0. (6) The binding affinity (normalized) is 0.0847. The peptide sequence is HPLSHFVNL. The MHC is HLA-B40:01 with pseudo-sequence HLA-B40:01.